This data is from Forward reaction prediction with 1.9M reactions from USPTO patents (1976-2016). The task is: Predict the product of the given reaction. (1) Given the reactants C[O:2][C:3](=[O:25])[C:4]1[C:5](=[C:10]([O:14][CH2:15][C:16]2[CH:24]=[CH:23][C:19]3[O:20][CH2:21][O:22][C:18]=3[CH:17]=2)[CH:11]=[CH:12][CH:13]=1)[C:6]([O:8]C)=[O:7].[OH-].[Na+], predict the reaction product. The product is: [O:20]1[C:19]2[CH:23]=[CH:24][C:16]([CH2:15][O:14][C:10]3[CH:11]=[CH:12][CH:13]=[C:4]([C:3]([OH:25])=[O:2])[C:5]=3[C:6]([OH:8])=[O:7])=[CH:17][C:18]=2[O:22][CH2:21]1. (2) Given the reactants C(NC(C)C)(C)C.C([Li])CCC.[C:13]([O:16][CH3:17])(=[O:15])[CH3:14].[C:18]([O:22][C:23]([N:25]1[CH2:30][CH2:29][C:28]2([C:38]3[C:33](=[CH:34][CH:35]=[CH:36][CH:37]=3)[C:32](=[O:39])[CH2:31]2)[CH2:27][CH2:26]1)=[O:24])([CH3:21])([CH3:20])[CH3:19], predict the reaction product. The product is: [CH3:17][O:16][C:13](=[O:15])[CH2:14][C:32]1([OH:39])[C:33]2[C:38](=[CH:37][CH:36]=[CH:35][CH:34]=2)[C:28]2([CH2:29][CH2:30][N:25]([C:23]([O:22][C:18]([CH3:21])([CH3:20])[CH3:19])=[O:24])[CH2:26][CH2:27]2)[CH2:31]1.